From a dataset of NCI-60 drug combinations with 297,098 pairs across 59 cell lines. Regression. Given two drug SMILES strings and cell line genomic features, predict the synergy score measuring deviation from expected non-interaction effect. (1) Drug 1: C1=CC=C(C(=C1)C(C2=CC=C(C=C2)Cl)C(Cl)Cl)Cl. Drug 2: C1=NNC2=C1C(=O)NC=N2. Cell line: MDA-MB-435. Synergy scores: CSS=1.03, Synergy_ZIP=-0.906, Synergy_Bliss=-2.19, Synergy_Loewe=-2.06, Synergy_HSA=-2.87. (2) Drug 1: C1=C(C(=O)NC(=O)N1)N(CCCl)CCCl. Drug 2: CC(C1=C(C=CC(=C1Cl)F)Cl)OC2=C(N=CC(=C2)C3=CN(N=C3)C4CCNCC4)N. Cell line: UACC62. Synergy scores: CSS=21.5, Synergy_ZIP=-10.2, Synergy_Bliss=-2.90, Synergy_Loewe=-2.44, Synergy_HSA=-2.14. (3) Drug 1: CCC(=C(C1=CC=CC=C1)C2=CC=C(C=C2)OCCN(C)C)C3=CC=CC=C3.C(C(=O)O)C(CC(=O)O)(C(=O)O)O. Drug 2: CC1CCCC2(C(O2)CC(NC(=O)CC(C(C(=O)C(C1O)C)(C)C)O)C(=CC3=CSC(=N3)C)C)C. Cell line: SF-539. Synergy scores: CSS=73.6, Synergy_ZIP=8.99, Synergy_Bliss=7.95, Synergy_Loewe=-6.21, Synergy_HSA=10.7. (4) Drug 2: C(=O)(N)NO. Cell line: RPMI-8226. Drug 1: C1=CC(=C2C(=C1NCCNCCO)C(=O)C3=C(C=CC(=C3C2=O)O)O)NCCNCCO. Synergy scores: CSS=48.2, Synergy_ZIP=0.706, Synergy_Bliss=1.20, Synergy_Loewe=-11.2, Synergy_HSA=4.87. (5) Drug 1: CN(C)N=NC1=C(NC=N1)C(=O)N. Drug 2: CC1=C2C(C(=O)C3(C(CC4C(C3C(C(C2(C)C)(CC1OC(=O)C(C(C5=CC=CC=C5)NC(=O)OC(C)(C)C)O)O)OC(=O)C6=CC=CC=C6)(CO4)OC(=O)C)O)C)O. Cell line: SNB-75. Synergy scores: CSS=0.697, Synergy_ZIP=-4.37, Synergy_Bliss=-0.834, Synergy_Loewe=-10.4, Synergy_HSA=-2.68.